From a dataset of Peptide-MHC class II binding affinity with 134,281 pairs from IEDB. Regression. Given a peptide amino acid sequence and an MHC pseudo amino acid sequence, predict their binding affinity value. This is MHC class II binding data. (1) The peptide sequence is ALRWNLQMGHSVLPK. The MHC is DRB1_0401 with pseudo-sequence DRB1_0401. The binding affinity (normalized) is 0.447. (2) The MHC is DRB1_1001 with pseudo-sequence DRB1_1001. The binding affinity (normalized) is 0.711. The peptide sequence is EKKYFAATQFQPLAA. (3) The peptide sequence is EKKYFAATQFFPLAA. The MHC is DRB1_1001 with pseudo-sequence DRB1_1001. The binding affinity (normalized) is 0.787. (4) The peptide sequence is VWRIDTPDKLTGPFT. The MHC is HLA-DQA10501-DQB10301 with pseudo-sequence HLA-DQA10501-DQB10301. The binding affinity (normalized) is 0.317.